Dataset: Reaction yield outcomes from USPTO patents with 853,638 reactions. Task: Predict the reaction yield, written as a fraction of the theoretical maximum amount of product (1.0 means a 100% yield; for example, 0.34 means a 34% yield). (1) The reactants are C[O:2][C:3]1[C:4]([CH3:36])=[C:5]([C:27]([O:34]C)=[C:28]([O:32][CH3:33])[C:29]=1[O:30][CH3:31])[CH2:6][C:7]1[C:8]([C:21]2[CH:22]=[N:23][CH:24]=[CH:25][CH:26]=2)=[C:9]([CH:18]=[CH:19][CH:20]=1)[C:10]([N:12]1[CH2:17][CH2:16][CH2:15][CH2:14][CH2:13]1)=[O:11].O=[N+]([O-])[O-].[O-][N+](=O)[O-].[O-][N+](=O)[O-].[O-][N+](=O)[O-].[O-][N+](=O)[O-].[O-][N+](=O)[O-].[Ce+4].[NH4+].[NH4+].C(=O)([O-])O.[Na+]. The catalyst is C(#N)C.O. The product is [CH3:31][O:30][C:29]1[C:3](=[O:2])[C:4]([CH3:36])=[C:5]([CH2:6][C:7]2[C:8]([C:21]3[CH:22]=[N:23][CH:24]=[CH:25][CH:26]=3)=[C:9]([CH:18]=[CH:19][CH:20]=2)[C:10]([N:12]2[CH2:17][CH2:16][CH2:15][CH2:14][CH2:13]2)=[O:11])[C:27](=[O:34])[C:28]=1[O:32][CH3:33]. The yield is 0.680. (2) The reactants are [Cl:1][C:2]1[CH:7]=[CH:6][C:5]([C:8]2=[N:9][C@@H:10]([CH2:24][C:25]([O:27]C)=[O:26])[C:11]3[N:12]([C:20]([CH3:23])=[N:21][N:22]=3)[C:13]3[S:17][C:16]([CH3:18])=[C:15]([CH3:19])[C:14]2=3)=[CH:4][CH:3]=1.O.[OH-].[Li+].Cl. The catalyst is CO. The product is [Cl:1][C:2]1[CH:3]=[CH:4][C:5]([C:8]2=[N:9][C@@H:10]([CH2:24][C:25]([OH:27])=[O:26])[C:11]3[N:12]([C:20]([CH3:23])=[N:21][N:22]=3)[C:13]3[S:17][C:16]([CH3:18])=[C:15]([CH3:19])[C:14]2=3)=[CH:6][CH:7]=1. The yield is 0.870. (3) The reactants are [CH3:1][C:2]([CH3:30])([O:4][C:5](=[O:29])[NH:6][CH:7]([C@H:17]1[CH2:22][CH2:21][C@H:20]([CH2:23][C:24]([O:26]CC)=[O:25])[CH2:19][CH2:18]1)[CH2:8][NH:9][C:10](=[O:16])[O:11][C:12]([CH3:15])([CH3:14])[CH3:13])[CH3:3].[OH-].[Na+]. The catalyst is C1COCC1.CO. The product is [CH3:3][C:2]([CH3:30])([O:4][C:5](=[O:29])[NH:6][CH:7]([C@H:17]1[CH2:22][CH2:21][C@H:20]([CH2:23][C:24]([OH:26])=[O:25])[CH2:19][CH2:18]1)[CH2:8][NH:9][C:10](=[O:16])[O:11][C:12]([CH3:13])([CH3:14])[CH3:15])[CH3:1]. The yield is 1.00. (4) The product is [Cl:45][C:44]1[CH:43]=[C:42]2[C:38]([C:39]([C:46]([OH:48])=[O:47])=[N:40][NH:41]2)=[CH:37][C:36]=1[C:23]1[CH:24]=[CH:25][C:26]([CH:29]2[CH2:34][CH2:33][CH2:32][CH2:31][CH2:30]2)=[CH:27][CH:28]=1. The yield is 0.0900. The reactants are CC1(C)COB(B2OCC(C)(C)CO2)OC1.C([O-])(=O)C.[K+].Br[C:23]1[CH:28]=[CH:27][C:26]([CH:29]2[CH2:34][CH2:33][CH2:32][CH2:31][CH2:30]2)=[CH:25][CH:24]=1.Br[C:36]1[CH:37]=[C:38]2[C:42](=[CH:43][C:44]=1[Cl:45])[NH:41][N:40]=[C:39]2[C:46]([OH:48])=[O:47].C(=O)([O-])[O-].[K+].[K+]. The catalyst is O1CCOCC1.C1(C)C=CC=CC=1.CCO.C1C=CC(P(C2C=CC=CC=2)[C-]2C=CC=C2)=CC=1.C1C=CC(P(C2C=CC=CC=2)[C-]2C=CC=C2)=CC=1.Cl[Pd]Cl.[Fe+2].C1C=CC(P(C2C=CC=CC=2)[C-]2C=CC=C2)=CC=1.C1C=CC(P(C2C=CC=CC=2)[C-]2C=CC=C2)=CC=1.Cl[Pd]Cl.[Fe+2].ClCCl. (5) The reactants are C(NC1C=CC(C2C=C3C(CN([C@@H](C(C)C)C(OC)=O)C3=O)=CC=2)=CC=1)(=O)C1C=CC=CC=1.[NH2:34][C:35]1[CH:40]=[CH:39][C:38]([C:41]2[CH:49]=[C:48]3[C:44]([CH2:45][N:46]([C@@H:51]([CH:56]([CH3:58])[CH3:57])[C:52]([O:54][CH3:55])=[O:53])[C:47]3=[O:50])=[CH:43][CH:42]=2)=[CH:37][CH:36]=1.[Cl:59][C:60]1[CH:68]=[CH:67][CH:66]=[C:65]([Cl:69])[C:61]=1[C:62](Cl)=[O:63]. No catalyst specified. The product is [Cl:59][C:60]1[CH:68]=[CH:67][CH:66]=[C:65]([Cl:69])[C:61]=1[C:62]([NH:34][C:35]1[CH:36]=[CH:37][C:38]([C:41]2[CH:49]=[C:48]3[C:44]([CH2:45][N:46]([C@@H:51]([CH:56]([CH3:58])[CH3:57])[C:52]([O:54][CH3:55])=[O:53])[C:47]3=[O:50])=[CH:43][CH:42]=2)=[CH:39][CH:40]=1)=[O:63]. The yield is 0.780. (6) The reactants are [H-].[Na+].[Br:3][C:4]1[CH:5]=[CH:6][C:7]2[NH:8][C:9]3[C:14]([C:15]=2[CH:16]=1)=[CH:13][C:12]([Br:17])=[CH:11][CH:10]=3.[O:18]1[CH2:20][CH:19]1[CH2:21][CH2:22][NH:23][C:24]1[CH:29]=[CH:28][CH:27]=[CH:26][CH:25]=1. The catalyst is C1COCC1. The product is [Br:17][C:12]1[CH:11]=[CH:10][C:9]2[N:8]([CH2:20][CH:19]([OH:18])[CH2:21][CH2:22][NH:23][C:24]3[CH:29]=[CH:28][CH:27]=[CH:26][CH:25]=3)[C:7]3[C:15]([C:14]=2[CH:13]=1)=[CH:16][C:4]([Br:3])=[CH:5][CH:6]=3. The yield is 0.575. (7) The reactants are [Cl:1][C:2]1[C:3](Cl)=[N:4][CH:5]=[C:6]([CH:23]=1)[C:7]([NH:9][S:10]([C:13]1[CH:18]=[CH:17][CH:16]=[CH:15][C:14]=1[S:19](=[O:22])(=[O:21])[NH2:20])(=[O:12])=[O:11])=[O:8].[CH3:25][CH:26]([CH3:29])[C:27]#[CH:28].C(NC(C)C)(C)C. The catalyst is CN(C)C=O.[Cu]I.Cl[Pd](Cl)([P](C1C=CC=CC=1)(C1C=CC=CC=1)C1C=CC=CC=1)[P](C1C=CC=CC=1)(C1C=CC=CC=1)C1C=CC=CC=1. The product is [Cl:1][C:2]1[C:3]([C:28]#[C:27][CH:26]([CH3:29])[CH3:25])=[N:4][CH:5]=[C:6]([CH:23]=1)[C:7]([NH:9][S:10]([C:13]1[CH:18]=[CH:17][CH:16]=[CH:15][C:14]=1[S:19](=[O:22])(=[O:21])[NH2:20])(=[O:12])=[O:11])=[O:8]. The yield is 0.360.